From a dataset of Catalyst prediction with 721,799 reactions and 888 catalyst types from USPTO. Predict which catalyst facilitates the given reaction. (1) Reactant: [O:1]1[C:5]2C=CC=C[C:4]=2[CH:3]=[C:2]1[C:10]([NH:12][C:13]1([C:19]([NH:21][CH:22]2[CH2:27][CH2:26][N:25]([C:28]3[CH:33]=[CH:32][C:31]([F:34])=[CH:30][C:29]=3[NH:35][C:36](=[O:40])[CH2:37][O:38][CH3:39])[CH2:24][CH:23]2[OH:41])=[O:20])[CH2:18][CH2:17][CH2:16][CH2:15][CH2:14]1)=[O:11].C(N(CC)CC)C. The catalyst class is: 148. Product: [O:1]1[CH:5]=[CH:4][CH:3]=[C:2]1[C:10]([NH:12][C:13]1([C:19]([NH:21][CH:22]2[CH2:27][CH2:26][N:25]([C:28]3[CH:33]=[CH:32][C:31]([F:34])=[CH:30][C:29]=3[NH:35][C:36](=[O:40])[CH2:37][O:38][CH3:39])[CH2:24][C:23]2=[O:41])=[O:20])[CH2:14][CH2:15][CH2:16][CH2:17][CH2:18]1)=[O:11]. (2) Product: [NH2:1][CH:2]([CH:3]([CH3:4])[CH2:5][CH3:6])[C:7]([O-:9])=[O:8].[Na+:11]. The catalyst class is: 6. Reactant: [NH2:1][C@H:2]([C:7]([OH:9])=[O:8])[C@H:3]([CH2:5][CH3:6])[CH3:4].[OH-].[Na+:11]. (3) Reactant: [NH:1]1[C:5]2=[N:6][CH:7]=[CH:8][CH:9]=[C:4]2[C:3]([C:10]([C:12]2[CH:13]=[CH:14][C:15]([NH:18][CH2:19][C:20]3[CH:25]=[CH:24][C:23]([C:26]([F:29])([F:28])[F:27])=[CH:22][CH:21]=3)=[N:16][CH:17]=2)=[CH2:11])=[CH:2]1. Product: [NH:1]1[C:5]2=[N:6][CH:7]=[CH:8][CH:9]=[C:4]2[C:3]([CH:10]([C:12]2[CH:13]=[CH:14][C:15]([NH:18][CH2:19][C:20]3[CH:21]=[CH:22][C:23]([C:26]([F:27])([F:29])[F:28])=[CH:24][CH:25]=3)=[N:16][CH:17]=2)[CH3:11])=[CH:2]1. The catalyst class is: 83.